This data is from Reaction yield outcomes from USPTO patents with 853,638 reactions. The task is: Predict the reaction yield, written as a fraction of the theoretical maximum amount of product (1.0 means a 100% yield; for example, 0.34 means a 34% yield). (1) The reactants are [CH2:1]([O:3][C:4](=[O:26])[C:5]1[CH:10]=[CH:9][C:8]([C:11]#[C:12][C:13]2[CH:22]=[CH:21][C:20]3[C:19](=O)[CH2:18][CH2:17][C:16]([CH3:25])([CH3:24])[C:15]=3[CH:14]=2)=[CH:7][CH:6]=1)[CH3:2].[CH:27]1([NH2:30])[CH2:29][CH2:28]1.C(O)(=O)C.C([BH3-])#N.[Na+]. The catalyst is ClCCl.C(#N)C.O.C(=O)([O-])[O-].[Na+].[Na+]. The product is [CH2:1]([O:3][C:4](=[O:26])[C:5]1[CH:6]=[CH:7][C:8]([C:11]#[C:12][C:13]2[CH:22]=[CH:21][C:20]3[CH:19]([NH:30][CH:27]4[CH2:29][CH2:28]4)[CH2:18][CH2:17][C:16]([CH3:25])([CH3:24])[C:15]=3[CH:14]=2)=[CH:9][CH:10]=1)[CH3:2]. The yield is 0.620. (2) The reactants are [NH2:1][C:2]1[C:7]([C:8]([F:11])([F:10])[F:9])=[CH:6][C:5]([C:12]([F:15])([F:14])[F:13])=[CH:4][C:3]=1[NH:16][C:17](=O)[CH2:18][CH:19]1[CH2:22][N:21]([C:23]([O:25][C:26]([CH3:29])([CH3:28])[CH3:27])=[O:24])[CH2:20]1.C(O)(=O)C. The catalyst is O1CCCC1. The product is [F:10][C:8]([F:9])([F:11])[C:7]1[C:2]2[N:1]=[C:17]([CH2:18][CH:19]3[CH2:20][N:21]([C:23]([O:25][C:26]([CH3:28])([CH3:29])[CH3:27])=[O:24])[CH2:22]3)[NH:16][C:3]=2[CH:4]=[C:5]([C:12]([F:14])([F:15])[F:13])[CH:6]=1. The yield is 0.870. (3) The reactants are [NH2:1][CH2:2][CH2:3][C:4]1[C:5]([NH:11][C@@H:12]2[C:20]3[C:15](=[CH:16][CH:17]=[CH:18][CH:19]=3)[CH2:14][CH2:13]2)=[N:6][CH:7]=[N:8][C:9]=1Cl.C(N(CC)C(C)C)(C)C. The catalyst is O1CCOCC1. The product is [C@@H:12]1([NH:11][C:5]2[C:4]3[CH2:3][CH2:2][NH:1][C:9]=3[N:8]=[CH:7][N:6]=2)[C:20]2[C:15](=[CH:16][CH:17]=[CH:18][CH:19]=2)[CH2:14][CH2:13]1. The yield is 0.930. (4) The reactants are [CH:1]([C:4]1[CH:9]=[CH:8][C:7]([C:10]#[C:11][CH2:12][NH2:13])=[CH:6][CH:5]=1)([CH3:3])[CH3:2].[F:14][C:15]([F:41])([F:40])[C:16]1[CH:21]=[CH:20][C:19]([C:22]2[C:23]([C:28]([NH:30][C:31]3[CH:32]=[C:33]([C:37](O)=[O:38])[N:34]([CH3:36])[CH:35]=3)=[O:29])=[CH:24][CH:25]=[CH:26][CH:27]=2)=[CH:18][CH:17]=1.CN(C(ON1N=NC2C=CC=CC1=2)=[N+](C)C)C.[B-](F)(F)(F)F.C(N(C(C)C)C(C)C)C. The catalyst is CN(C)C=O.ClCCl.C(O)C. The product is [CH:1]([C:4]1[CH:5]=[CH:6][C:7]([C:10]#[C:11][CH2:12][NH:13][C:37]([C:33]2[N:34]([CH3:36])[CH:35]=[C:31]([NH:30][C:28]([C:23]3[C:22]([C:19]4[CH:18]=[CH:17][C:16]([C:15]([F:41])([F:14])[F:40])=[CH:21][CH:20]=4)=[CH:27][CH:26]=[CH:25][CH:24]=3)=[O:29])[CH:32]=2)=[O:38])=[CH:8][CH:9]=1)([CH3:3])[CH3:2]. The yield is 0.820.